From a dataset of Full USPTO retrosynthesis dataset with 1.9M reactions from patents (1976-2016). Predict the reactants needed to synthesize the given product. (1) Given the product [CH3:2][C:3]1([CH3:1])[CH2:8][CH2:7][CH:6]([CH2:9][OH:10])[CH2:5][CH2:4]1, predict the reactants needed to synthesize it. The reactants are: [CH2:1]1[C:3]2([CH2:8][CH2:7][CH:6]([CH2:9][OH:10])[CH2:5][CH2:4]2)[CH2:2]1. (2) Given the product [Cl:22][C:23]1[CH:28]=[C:27]([Cl:29])[CH:26]=[CH:25][C:24]=1[CH2:30][CH2:31][N:32]1[C:2](=[O:7])[C:3]2[C:4](=[CH:18][CH:19]=[CH:20][CH:21]=2)[N:5]=[C:6]1[C:8]1[CH:13]=[CH:12][CH:11]=[CH:10][C:9]=1[OH:14], predict the reactants needed to synthesize it. The reactants are: O=[C:2]1[O:7][C:6]([C:8]2[CH:13]=[CH:12][CH:11]=[CH:10][C:9]=2[O:14]C(=O)C)=[N:5][C:4]2[CH:18]=[CH:19][CH:20]=[CH:21][C:3]1=2.[Cl:22][C:23]1[CH:28]=[C:27]([Cl:29])[CH:26]=[CH:25][C:24]=1[CH2:30][CH2:31][NH2:32]. (3) Given the product [F:1][C:2]1[CH:3]=[C:4]([O:8][S:11]([C:10]([F:23])([F:22])[F:9])(=[O:13])=[O:12])[CH:5]=[N:6][CH:7]=1, predict the reactants needed to synthesize it. The reactants are: [F:1][C:2]1[CH:3]=[C:4]([OH:8])[CH:5]=[N:6][CH:7]=1.[F:9][C:10]([F:23])([F:22])[S:11](O[S:11]([C:10]([F:23])([F:22])[F:9])(=[O:13])=[O:12])(=[O:13])=[O:12]. (4) Given the product [ClH:50].[ClH:50].[NH2:14][CH2:15][C:16]1[C:21]([C:22]2[CH:27]=[CH:26][C:25]([CH3:28])=[CH:24][CH:23]=2)=[C:20]([CH2:29][C:30]([NH2:32])=[O:31])[C:19]([CH3:33])=[N:18][C:17]=1[CH2:34][CH:35]([CH3:37])[CH3:36], predict the reactants needed to synthesize it. The reactants are: FC(F)(F)C(O)=O.C(OC(=O)[NH:14][CH2:15][C:16]1[C:17]([CH2:34][CH:35]([CH3:37])[CH3:36])=[N:18][C:19]([CH3:33])=[C:20]([CH2:29][C:30]([NH2:32])=[O:31])[C:21]=1[C:22]1[CH:27]=[CH:26][C:25]([CH3:28])=[CH:24][CH:23]=1)(C)(C)C.C(=O)([O-])O.[Na+].O1CCOCC1.[ClH:50]. (5) The reactants are: Cl[C:2]1[N:7]=[C:6]([C:8]2[CH:9]=[C:10]([C:14](=[O:16])[CH3:15])[CH:11]=[CH:12][CH:13]=2)[CH:5]=[CH:4][N:3]=1.[CH3:17][O:18][C:19]1[CH:24]=[CH:23][C:22]([CH2:25][CH2:26][NH2:27])=[CH:21][CH:20]=1. Given the product [CH3:17][O:18][C:19]1[CH:24]=[CH:23][C:22]([CH2:25][CH2:26][NH:27][C:2]2[N:7]=[C:6]([C:8]3[CH:9]=[C:10]([C:14](=[O:16])[CH3:15])[CH:11]=[CH:12][CH:13]=3)[CH:5]=[CH:4][N:3]=2)=[CH:21][CH:20]=1, predict the reactants needed to synthesize it. (6) Given the product [C:1]([O:9][CH:10]([O:14][C:15]([NH:17][CH2:18][C:19]1([CH2:25][C:26]([O:28][CH3:29])=[O:27])[CH2:24][CH2:23][CH2:22][CH2:21][CH2:20]1)=[O:16])[CH:11]([CH3:12])[CH3:13])(=[O:8])[C:2]1[CH:3]=[CH:4][CH:5]=[CH:6][CH:7]=1, predict the reactants needed to synthesize it. The reactants are: [C:1]([O:9][CH:10]([O:14][C:15]([NH:17][CH2:18][C:19]1([CH2:25][C:26]([OH:28])=[O:27])[CH2:24][CH2:23][CH2:22][CH2:21][CH2:20]1)=[O:16])[CH:11]([CH3:13])[CH3:12])(=[O:8])[C:2]1[CH:7]=[CH:6][CH:5]=[CH:4][CH:3]=1.[CH:29]1C=CC=CC=1.C[Si](C=[N+]=[N-])(C)C. (7) Given the product [NH:35]1[C:31]([C:26]2[CH:27]=[CH:28][CH:29]=[CH:30][C:25]=2[C:21]2[CH:20]=[C:19]3[C:24](=[CH:23][CH:22]=2)[C@@H:16]([N:15]2[C:6]4=[N:7][C:8]([CH2:12][CH2:13][OH:14])=[CH:9][C:10]([CH3:11])=[C:5]4[N:4]=[C:3]2[CH2:1][CH3:2])[CH2:17][CH2:18]3)=[N:32][N:33]=[N:34]1, predict the reactants needed to synthesize it. The reactants are: [CH2:1]([C:3]1[N:15]([C@@H:16]2[C:24]3[C:19](=[CH:20][C:21]([C:25]4[CH:30]=[CH:29][CH:28]=[CH:27][C:26]=4[C:31]4[N:35](C(C5C=CC=CC=5)(C5C=CC=CC=5)C5C=CC=CC=5)[N:34]=[N:33][N:32]=4)=[CH:22][CH:23]=3)[CH2:18][CH2:17]2)[C:6]2=[N:7][C:8]([CH2:12][CH2:13][OH:14])=[CH:9][C:10]([CH3:11])=[C:5]2[N:4]=1)[CH3:2]. (8) The reactants are: Br[C:2]1[CH:3]=[C:4]([N:8]2[C:12]3=[N:13][CH:14]=[N:15][CH:16]=[C:11]3[C:10]([C:17]([O:19][CH2:20][CH3:21])=[O:18])=[N:9]2)[CH:5]=[CH:6][CH:7]=1.[C:22]([C@:24]1([OH:31])[CH2:28][CH2:27][N:26]([CH3:29])[C:25]1=[O:30])#[CH:23]. Given the product [OH:31][C@@:24]1([C:22]#[C:23][C:2]2[CH:3]=[C:4]([N:8]3[C:12]4=[N:13][CH:14]=[N:15][CH:16]=[C:11]4[C:10]([C:17]([O:19][CH2:20][CH3:21])=[O:18])=[N:9]3)[CH:5]=[CH:6][CH:7]=2)[CH2:28][CH2:27][N:26]([CH3:29])[C:25]1=[O:30], predict the reactants needed to synthesize it. (9) Given the product [Cl:8][C:9]1[CH:17]=[CH:16][C:12]([C:13]([NH:18][C:19]2[CH:20]=[CH:21][C:22]([CH3:38])=[C:23]([NH:25][C:26]([C:28]3[CH:29]=[C:30]4[C:35](=[CH:36][CH:37]=3)[N:34]=[CH:33][CH:32]=[CH:31]4)=[O:27])[CH:24]=2)=[O:14])=[CH:11][CH:10]=1, predict the reactants needed to synthesize it. The reactants are: C(N(CC)CC)C.[Cl:8][C:9]1[CH:17]=[CH:16][C:12]([C:13](Cl)=[O:14])=[CH:11][CH:10]=1.[NH2:18][C:19]1[CH:20]=[CH:21][C:22]([CH3:38])=[C:23]([NH:25][C:26]([C:28]2[CH:29]=[C:30]3[C:35](=[CH:36][CH:37]=2)[N:34]=[CH:33][CH:32]=[CH:31]3)=[O:27])[CH:24]=1.